This data is from Forward reaction prediction with 1.9M reactions from USPTO patents (1976-2016). The task is: Predict the product of the given reaction. Given the reactants [C:1]([O:5][C:6]([NH:8][C@H:9]1[CH2:18][CH2:17][C:16]2[C:11](=[CH:12][C:13]([O:19][CH2:20][C:21](O)=[O:22])=[CH:14][CH:15]=2)[CH2:10]1)=[O:7])([CH3:4])([CH3:3])[CH3:2].[CH2:24]([NH2:31])[C:25]1[CH:30]=[CH:29][CH:28]=[CH:27][CH:26]=1.F[P-](F)(F)(F)(F)F.N1(O[P+](N(C)C)(N(C)C)N(C)C)C2C=CC=CC=2N=N1.C(N(CC)CC)C, predict the reaction product. The product is: [C:1]([O:5][C:6]([NH:8][C@H:9]1[CH2:18][CH2:17][C:16]2[C:11](=[CH:12][C:13]([O:19][CH2:20][C:21]([NH:31][CH2:24][C:25]3[CH:30]=[CH:29][CH:28]=[CH:27][CH:26]=3)=[O:22])=[CH:14][CH:15]=2)[CH2:10]1)=[O:7])([CH3:4])([CH3:3])[CH3:2].